This data is from Full USPTO retrosynthesis dataset with 1.9M reactions from patents (1976-2016). The task is: Predict the reactants needed to synthesize the given product. Given the product [CH3:1][O:2][C:3]1[CH:8]=[C:7]([N:9]2[CH2:14][CH2:13][N:12]([CH3:15])[CH2:11][CH2:10]2)[C:6]([N+:16]([O-:18])=[O:17])=[CH:5][C:4]=1[NH2:19], predict the reactants needed to synthesize it. The reactants are: [CH3:1][O:2][C:3]1[CH:8]=[C:7]([N:9]2[CH2:14][CH2:13][N:12]([CH3:15])[CH2:11][CH2:10]2)[C:6]([N+:16]([O-:18])=[O:17])=[CH:5][C:4]=1[NH:19]C(=O)OC(C)(C)C.C(O)(C(F)(F)F)=O.